Dataset: Reaction yield outcomes from USPTO patents with 853,638 reactions. Task: Predict the reaction yield, written as a fraction of the theoretical maximum amount of product (1.0 means a 100% yield; for example, 0.34 means a 34% yield). (1) The reactants are [CH2:1]([NH:3][C:4]([NH:6][C:7]1[CH:12]=[CH:11][C:10]([B:13]2[O:17][C:16]([CH3:19])([CH3:18])[C:15]([CH3:21])([CH3:20])[O:14]2)=[C:9]([F:22])[CH:8]=1)=[O:5])[CH3:2].F[C:24]1C=C(C=CC=1B1OC(C)(C)C(C)(C)O1)N.C1(N=C=O)CC1. No catalyst specified. The product is [CH:1]1([NH:3][C:4]([NH:6][C:7]2[CH:12]=[CH:11][C:10]([B:13]3[O:14][C:15]([CH3:21])([CH3:20])[C:16]([CH3:19])([CH3:18])[O:17]3)=[C:9]([F:22])[CH:8]=2)=[O:5])[CH2:24][CH2:2]1. The yield is 1.00. (2) The reactants are [Cl:1][C:2]1[CH:3]=[N:4][N:5]([CH3:17])[C:6]=1[C:7]1[CH:8]=[C:9]([C:14]([OH:16])=O)[O:10][C:11]=1[CH2:12][CH3:13].[NH2:18][C@@H:19]([CH2:32][C:33]1[CH:38]=[CH:37][CH:36]=[CH:35][C:34]=1[C:39]([F:42])([F:41])[F:40])[CH2:20][N:21]1[C:29](=[O:30])[C:28]2[C:23](=[CH:24][CH:25]=[CH:26][CH:27]=2)[C:22]1=[O:31].C(N(CC)C(C)C)(C)C.F[P-](F)(F)(F)(F)F.Br[P+](N1CCCC1)(N1CCCC1)N1CCCC1. The catalyst is ClCCl. The product is [Cl:1][C:2]1[CH:3]=[N:4][N:5]([CH3:17])[C:6]=1[C:7]1[CH:8]=[C:9]([C:14]([NH:18][C@@H:19]([CH2:32][C:33]2[CH:38]=[CH:37][CH:36]=[CH:35][C:34]=2[C:39]([F:42])([F:40])[F:41])[CH2:20][N:21]2[C:29](=[O:30])[C:28]3[C:23](=[CH:24][CH:25]=[CH:26][CH:27]=3)[C:22]2=[O:31])=[O:16])[O:10][C:11]=1[CH2:12][CH3:13]. The yield is 0.710.